From a dataset of Reaction yield outcomes from USPTO patents with 853,638 reactions. Predict the reaction yield, written as a fraction of the theoretical maximum amount of product (1.0 means a 100% yield; for example, 0.34 means a 34% yield). (1) The reactants are Br[C:2]1[S:3][CH:4]=[C:5]([C:7]2[CH:12]=[CH:11][C:10]([F:13])=[CH:9][CH:8]=2)[N:6]=1.[N:14]1([C:20]([O:22][C:23]([CH3:26])([CH3:25])[CH3:24])=[O:21])[CH2:19][CH2:18][NH:17][CH2:16][CH2:15]1.C(=O)([O-])[O-].[K+].[K+].O. The catalyst is CN(C)C=O. The product is [F:13][C:10]1[CH:11]=[CH:12][C:7]([C:5]2[N:6]=[C:2]([N:17]3[CH2:16][CH2:15][N:14]([C:20]([O:22][C:23]([CH3:26])([CH3:25])[CH3:24])=[O:21])[CH2:19][CH2:18]3)[S:3][CH:4]=2)=[CH:8][CH:9]=1. The yield is 0.520. (2) The reactants are S(=O)(=O)(O)O.[CH2:6]([O:8][C:9](=[O:26])[CH:10]([C:15]1[CH:20]=[CH:19][C:18](N)=[C:17]([C:22]([F:25])([F:24])[F:23])[CH:16]=1)[CH2:11][CH:12]([CH3:14])[CH3:13])[CH3:7].[N:27]([O-:29])=[O:28].[Na+].NC(N)=[O:33]. The catalyst is O.C(OCC)C. The yield is 0.310. The product is [CH2:6]([O:8][C:9](=[O:26])[CH:10]([C:15]1[CH:16]=[C:17]([C:22]([F:25])([F:24])[F:23])[C:18]([OH:33])=[C:19]([N+:27]([O-:29])=[O:28])[CH:20]=1)[CH2:11][CH:12]([CH3:14])[CH3:13])[CH3:7]. (3) The reactants are [Cl:1][C:2]1[C:7]([CH3:8])=[C:6]([Cl:9])[CH:5]=[CH:4][N:3]=1.[Br:10]N1C(=O)CCC1=O.C1(C(OOC(=O)C2C=CC=CC=2)=O)C=CC=CC=1. The catalyst is C(Cl)(Cl)(Cl)Cl. The product is [Br:10][CH2:8][C:7]1[C:2]([Cl:1])=[N:3][CH:4]=[CH:5][C:6]=1[Cl:9]. The yield is 0.990. (4) The reactants are [CH:1](=[C:8]1/[CH2:9][N:10]([C:15]([C:28]2[CH:33]=[CH:32][CH:31]=[CH:30][CH:29]=2)([C:22]2[CH:27]=[CH:26][CH:25]=[CH:24][CH:23]=2)[C:16]2[CH:21]=[CH:20][CH:19]=[CH:18][CH:17]=2)[CH2:11][CH2:12][C:13]/1=[O:14])/[C:2]1[CH:7]=[CH:6][CH:5]=[CH:4][CH:3]=1.C(O)C.[BH4-].[Na+].[Cl-].[NH4+]. The catalyst is ClCCl. The product is [CH:1](=[C:8]1/[CH2:9][N:10]([C:15]([C:28]2[CH:33]=[CH:32][CH:31]=[CH:30][CH:29]=2)([C:22]2[CH:23]=[CH:24][CH:25]=[CH:26][CH:27]=2)[C:16]2[CH:17]=[CH:18][CH:19]=[CH:20][CH:21]=2)[CH2:11][CH2:12][CH:13]/1[OH:14])/[C:2]1[CH:3]=[CH:4][CH:5]=[CH:6][CH:7]=1. The yield is 0.660. (5) The catalyst is C(OCC)(=O)C. The reactants are [ClH:1].[CH2:2]([O:6][C:7]1([C:31]2[CH:36]=[CH:35][CH:34]=[CH:33][C:32]=2[CH3:37])[CH2:10][N:9]([C:11](=[O:30])[C@H:12]([NH:22]C(=O)OC(C)(C)C)[CH2:13][C:14]2[CH:19]=[CH:18][C:17]([O:20][CH3:21])=[CH:16][CH:15]=2)[CH2:8]1)[CH2:3][CH2:4][CH3:5]. The yield is 0.820. The product is [ClH:1].[NH2:22][C@H:12]([CH2:13][C:14]1[CH:15]=[CH:16][C:17]([O:20][CH3:21])=[CH:18][CH:19]=1)[C:11]([N:9]1[CH2:8][C:7]([O:6][CH2:2][CH2:3][CH2:4][CH3:5])([C:31]2[CH:36]=[CH:35][CH:34]=[CH:33][C:32]=2[CH3:37])[CH2:10]1)=[O:30]. (6) The reactants are [CH2:1]([O:8][C:9]1[CH:10]=[C:11]([CH:22]=[CH:23][C:24]=1[O:25][CH3:26])[C:12]([O:14][CH2:15][C:16]1[CH:21]=[CH:20][CH:19]=[CH:18][CH:17]=1)=[O:13])[C:2]1[CH:7]=[CH:6][CH:5]=[CH:4][CH:3]=1.[N+:27]([O-])([OH:29])=[O:28].[OH-].[Na+].C([O-])(O)=O.[Na+]. The catalyst is CC(OC(C)=O)=O. The product is [CH2:1]([O:8][C:9]1[C:24]([O:25][CH3:26])=[CH:23][C:22]([N+:27]([O-:29])=[O:28])=[C:11]([CH:10]=1)[C:12]([O:14][CH2:15][C:16]1[CH:17]=[CH:18][CH:19]=[CH:20][CH:21]=1)=[O:13])[C:2]1[CH:7]=[CH:6][CH:5]=[CH:4][CH:3]=1. The yield is 0.930.